Dataset: Reaction yield outcomes from USPTO patents with 853,638 reactions. Task: Predict the reaction yield, written as a fraction of the theoretical maximum amount of product (1.0 means a 100% yield; for example, 0.34 means a 34% yield). (1) The reactants are FC(F)(F)C(O)=O.[Cl:8][C:9]1[C:14]([O:15][CH3:16])=[CH:13][C:12]([O:17][CH3:18])=[C:11]([Cl:19])[C:10]=1[NH:20][C:21](=[O:48])[N:22]([C:24]1[N:29]=[CH:28][N:27]=[C:26]([NH:30][C:31]2[CH:36]=[CH:35][C:34]([N:37]3[CH2:42][CH2:41][NH:40][CH2:39][CH2:38]3)=[CH:33][C:32]=2[NH:43][C:44](=[O:47])[CH:45]=[CH2:46])[CH:25]=1)[CH3:23].[C:49]([O:53][C:54](=[O:59])[NH:55][CH2:56][CH:57]=O)([CH3:52])([CH3:51])[CH3:50].C([BH3-])#N.[Na+]. The catalyst is C1COCC1.CO. The product is [C:44]([NH:43][C:32]1[CH:33]=[C:34]([N:37]2[CH2:38][CH2:39][N:40]([CH2:57][CH2:56][NH:55][C:54](=[O:59])[O:53][C:49]([CH3:52])([CH3:51])[CH3:50])[CH2:41][CH2:42]2)[CH:35]=[CH:36][C:31]=1[NH:30][C:26]1[CH:25]=[C:24]([N:22]([CH3:23])[C:21]([NH:20][C:10]2[C:9]([Cl:8])=[C:14]([O:15][CH3:16])[CH:13]=[C:12]([O:17][CH3:18])[C:11]=2[Cl:19])=[O:48])[N:29]=[CH:28][N:27]=1)(=[O:47])[CH:45]=[CH2:46]. The yield is 0.540. (2) The reactants are [C:1]([O:5][C:6]([N:8]([CH2:19][C:20]1[CH:25]=[CH:24][CH:23]=[CH:22][CH:21]=1)[C@H:9]([CH2:17][OH:18])[CH2:10][C:11]1[CH:16]=[CH:15][CH:14]=[CH:13][CH:12]=1)=[O:7])([CH3:4])([CH3:3])[CH3:2].C(N(CC)CC)C.O. The catalyst is CS(C)=O. The product is [C:1]([O:5][C:6]([N:8]([CH2:19][C:20]1[CH:21]=[CH:22][CH:23]=[CH:24][CH:25]=1)[C@H:9]([CH:17]=[O:18])[CH2:10][C:11]1[CH:12]=[CH:13][CH:14]=[CH:15][CH:16]=1)=[O:7])([CH3:4])([CH3:2])[CH3:3]. The yield is 1.00. (3) The reactants are [CH2:1]([O:3][C:4](=[O:27])[CH:5]([O:24][CH2:25][CH3:26])[CH2:6][C:7]1[CH:12]=[CH:11][C:10]([O:13][CH2:14][CH2:15][C:16]2[CH:21]=[CH:20][C:19]([NH:22][CH3:23])=[CH:18][CH:17]=2)=[CH:9][CH:8]=1)[CH3:2].C1(C)C=CC=CC=1.[C:35](O[C:35](=[O:39])[CH:36]([CH3:38])[CH3:37])(=[O:39])[CH:36]([CH3:38])[CH3:37]. The yield is 0.780. The product is [CH2:1]([O:3][C:4](=[O:27])[CH:5]([O:24][CH2:25][CH3:26])[CH2:6][C:7]1[CH:12]=[CH:11][C:10]([O:13][CH2:14][CH2:15][C:16]2[CH:17]=[CH:18][C:19]([N:22]([C:35](=[O:39])[CH:36]([CH3:38])[CH3:37])[CH3:23])=[CH:20][CH:21]=2)=[CH:9][CH:8]=1)[CH3:2]. The catalyst is N1C=CC=CC=1. (4) The reactants are C(OC(=O)[NH:7][C@H:8]1[CH2:13][CH2:12][C@@H:11]([N:14]([CH2:39][CH3:40])[C:15]2[C:30]3[CH2:29][CH:28]=[CH:27][CH2:26][CH2:25][C:24]4[CH:31]=[C:32]([CH3:37])[N:33]=[C:34]([O:35]C)[C:23]=4[CH2:22][NH:21][C:20](=[O:38])[C:19]=3[CH:18]=[CH:17][CH:16]=2)[CH2:10][CH2:9]1)(C)(C)C.Cl. The catalyst is O1CCOCC1.CO. The product is [NH2:7][C@@H:8]1[CH2:13][CH2:12][C@H:11]([N:14]([CH2:39][CH3:40])[C:15]2[C:30]3[CH2:29][CH:28]=[CH:27][CH2:26][CH2:25][C:24]4[CH2:31][CH:32]([CH3:37])[NH:33][C:34](=[O:35])[C:23]=4[CH2:22][NH:21][C:20](=[O:38])[C:19]=3[CH:18]=[CH:17][CH:16]=2)[CH2:10][CH2:9]1. The yield is 0.512. (5) The reactants are [NH:1]([C:15]([O:17][C:18]([CH3:21])([CH3:20])[CH3:19])=[O:16])[C@H:2]([C:6]([NH:8][CH2:9][C:10]([O:12]CC)=[O:11])=[O:7])[C@@H:3]([CH3:5])[OH:4].[OH-].[Na+].Cl. The catalyst is CO. The product is [NH:1]([C:15]([O:17][C:18]([CH3:19])([CH3:21])[CH3:20])=[O:16])[C@H:2]([C:6]([NH:8][CH2:9][C:10]([OH:12])=[O:11])=[O:7])[C@@H:3]([CH3:5])[OH:4]. The yield is 0.602. (6) The catalyst is CN(C=O)C. The product is [Cl:1][C:2]1[CH:10]=[CH:9][C:8]2[N:7]([CH2:27][CH2:28][CH2:29][C:30]3[CH:35]=[CH:34][CH:33]=[CH:32][CH:31]=3)[C:6]3[CH2:11][CH2:12][N:13]([C:16]([O:18][C:19]([CH3:20])([CH3:22])[CH3:21])=[O:17])[CH2:14][CH2:15][C:5]=3[C:4]=2[C:3]=1[Cl:23]. The yield is 0.620. The reactants are [Cl:1][C:2]1[CH:10]=[CH:9][C:8]2[NH:7][C:6]3[CH2:11][CH2:12][N:13]([C:16]([O:18][C:19]([CH3:22])([CH3:21])[CH3:20])=[O:17])[CH2:14][CH2:15][C:5]=3[C:4]=2[C:3]=1[Cl:23].[H-].[Na+].Br[CH2:27][CH2:28][CH2:29][C:30]1[CH:35]=[CH:34][CH:33]=[CH:32][CH:31]=1. (7) The reactants are [O:1]1[CH2:5][CH2:4][CH2:3][CH:2]1[CH2:6][NH2:7].CS[C:10]1[NH:11][C:12](=[O:21])[C:13]([C:16]([O:18][CH2:19][CH3:20])=[O:17])=[CH:14][N:15]=1. The catalyst is CO. The product is [O:21]=[C:12]1[NH:11][C:10]([NH:7][CH2:6][CH:2]2[CH2:3][CH2:4][CH2:5][O:1]2)=[N:15][CH:14]=[C:13]1[C:16]([O:18][CH2:19][CH3:20])=[O:17]. The yield is 0.470.